This data is from Forward reaction prediction with 1.9M reactions from USPTO patents (1976-2016). The task is: Predict the product of the given reaction. (1) Given the reactants [CH3:1][S:2]([C:5]1[CH:10]=[CH:9][C:8]([C:11]2[N:16]=[CH:15][C:14]([CH2:17][NH:18][CH:19]3[CH2:24][CH2:23][N:22]([C:25]([O:27][C:28]([CH3:31])([CH3:30])[CH3:29])=[O:26])[CH2:21][CH2:20]3)=[CH:13][CH:12]=2)=[CH:7][CH:6]=1)(=[O:4])=[O:3].[F:32][C:33]([F:44])([F:43])[CH2:34]OS(C(F)(F)F)(=O)=O.C(N(CC)C(C)C)(C)C, predict the reaction product. The product is: [CH3:1][S:2]([C:5]1[CH:10]=[CH:9][C:8]([C:11]2[N:16]=[CH:15][C:14]([CH2:17][N:18]([CH2:34][C:33]([F:44])([F:43])[F:32])[CH:19]3[CH2:24][CH2:23][N:22]([C:25]([O:27][C:28]([CH3:31])([CH3:30])[CH3:29])=[O:26])[CH2:21][CH2:20]3)=[CH:13][CH:12]=2)=[CH:7][CH:6]=1)(=[O:3])=[O:4]. (2) Given the reactants [NH:1]1[CH2:6][CH2:5][CH2:4][CH2:3][C@@H:2]1[C:7]([NH:9][C@H:10]([C:12]1[CH:21]=[CH:20][C:15]([C:16]([O:18][CH3:19])=[O:17])=[CH:14][CH:13]=1)[CH3:11])=[O:8].[F:22][C:23]1[CH:30]=[CH:29][C:26]([CH2:27]Br)=[CH:25][CH:24]=1.C([O-])([O-])=O.[Na+].[Na+], predict the reaction product. The product is: [F:22][C:23]1[CH:30]=[CH:29][C:26]([CH2:27][N:1]2[CH2:6][CH2:5][CH2:4][CH2:3][C@@H:2]2[C:7]([NH:9][C@H:10]([C:12]2[CH:13]=[CH:14][C:15]([C:16]([O:18][CH3:19])=[O:17])=[CH:20][CH:21]=2)[CH3:11])=[O:8])=[CH:25][CH:24]=1. (3) Given the reactants [Br:1][C:2]1[CH:3]=[CH:4][C:5](F)=[C:6]([CH:9]=1)[C:7]#[N:8].[CH3:11][C:12]1[N:13]=[CH:14][NH:15][CH:16]=1, predict the reaction product. The product is: [Br:1][C:2]1[CH:3]=[CH:4][C:5]([N:15]2[CH:16]=[C:12]([CH3:11])[N:13]=[CH:14]2)=[C:6]([CH:9]=1)[C:7]#[N:8].